This data is from Forward reaction prediction with 1.9M reactions from USPTO patents (1976-2016). The task is: Predict the product of the given reaction. (1) Given the reactants [C:1]1([NH:7][C:8]([C:10]2[N:11]([CH:38]([CH3:40])[CH3:39])[C:12]([CH2:28][CH2:29][CH:30]3[CH2:35][C@@H:34]([OH:36])[CH2:33][C:32](=[O:37])[O:31]3)=[C:13]([C:21]3[CH:26]=[CH:25][C:24]([F:27])=[CH:23][CH:22]=3)[C:14]=2[C:15]2[CH:20]=[CH:19][CH:18]=[CH:17][CH:16]=2)=[O:9])[CH:6]=[CH:5][CH:4]=[CH:3][CH:2]=1.C([OH:43])C.O.[OH-].[Na+:46], predict the reaction product. The product is: [Na+:46].[F:27][C:24]1[CH:23]=[CH:22][C:21]([C:13]2[C:14]([C:15]3[CH:16]=[CH:17][CH:18]=[CH:19][CH:20]=3)=[C:10]([C:8](=[O:9])[NH:7][C:1]3[CH:6]=[CH:5][CH:4]=[CH:3][CH:2]=3)[N:11]([CH:38]([CH3:39])[CH3:40])[C:12]=2[CH2:28][CH2:29][CH:30]([OH:43])[CH2:35][C@@H:34]([OH:36])[CH2:33][C:32]([O-:31])=[O:37])=[CH:26][CH:25]=1. (2) Given the reactants [CH3:1][O:2][C:3]1[CH:15]=[C:14]2[C:6]([C:7]3[C:8](=[O:16])[CH2:9][CH2:10][CH2:11][C:12]=3[NH:13]2)=[CH:5][CH:4]=1.Br[CH2:18][C:19]([O:21][CH2:22][CH3:23])=[O:20].C(=O)([O-])[O-].[Cs+].[Cs+], predict the reaction product. The product is: [CH3:1][O:2][C:3]1[CH:15]=[C:14]2[C:6]([C:7]3[C:8](=[O:16])[CH2:9][CH2:10][CH2:11][C:12]=3[N:13]2[CH2:18][C:19]([O:21][CH2:22][CH3:23])=[O:20])=[CH:5][CH:4]=1. (3) The product is: [CH2:1]([N:8]1[C:16]2[C:11](=[CH:12][C:13]([OH:17])=[CH:14][CH:15]=2)[C:10]([C:18](=[O:20])/[CH:19]=[CH:28]/[C:27]2[CH:30]=[CH:31][C:32]([F:33])=[C:25]([F:24])[CH:26]=2)=[C:9]1[CH:21]([CH3:23])[CH3:22])[C:2]1[CH:3]=[CH:4][CH:5]=[CH:6][CH:7]=1. Given the reactants [CH2:1]([N:8]1[C:16]2[C:11](=[CH:12][C:13]([OH:17])=[CH:14][CH:15]=2)[C:10]([C:18](=[O:20])[CH3:19])=[C:9]1[CH:21]([CH3:23])[CH3:22])[C:2]1[CH:7]=[CH:6][CH:5]=[CH:4][CH:3]=1.[F:24][C:25]1[CH:26]=[C:27]([CH:30]=[CH:31][C:32]=1[F:33])[CH:28]=O, predict the reaction product. (4) Given the reactants [CH:1]([C:3]1[N:8]=[C:7]([CH3:9])[CH:6]=[C:5]([C:10]([O:12][CH3:13])=[O:11])[CH:4]=1)=O.[F:14][C:15]1[CH:20]=[CH:19][C:18]([CH2:21][N:22]2[C:26]([S:27][CH3:28])=[N:25][N:24]=[C:23]2[CH2:29][NH2:30])=[CH:17][CH:16]=1, predict the reaction product. The product is: [F:14][C:15]1[CH:20]=[CH:19][C:18]([CH2:21][N:22]2[C:26]([S:27][CH3:28])=[N:25][N:24]=[C:23]2[CH2:29][NH:30][CH2:1][C:3]2[N:8]=[C:7]([CH3:9])[CH:6]=[C:5]([C:10]([O:12][CH3:13])=[O:11])[CH:4]=2)=[CH:17][CH:16]=1. (5) Given the reactants [OH:1][C:2]([CH3:9])([CH3:8])[C:3]([O:5][CH2:6][CH3:7])=[O:4].[H-].[Na+].[Br:12][C:13]1[CH:18]=[CH:17][C:16](F)=[C:15]([N+:20]([O-:22])=[O:21])[CH:14]=1, predict the reaction product. The product is: [Br:12][C:13]1[CH:18]=[CH:17][C:16]([O:1][C:2]([CH3:9])([CH3:8])[C:3]([O:5][CH2:6][CH3:7])=[O:4])=[C:15]([N+:20]([O-:22])=[O:21])[CH:14]=1. (6) Given the reactants Cl[C:2]1[N:7]=[CH:6][N:5]=[C:4]([NH:8][C:9]2[CH:14]=[CH:13][C:12]([O:15][CH3:16])=[CH:11][CH:10]=2)[CH:3]=1.CN.C[CH2:20][N:21](C(C)C)C(C)C, predict the reaction product. The product is: [CH3:16][O:15][C:12]1[CH:13]=[CH:14][C:9]([NH:8][C:4]2[CH:3]=[C:2]([NH:21][CH3:20])[N:7]=[CH:6][N:5]=2)=[CH:10][CH:11]=1. (7) The product is: [C:1]([O:5][C:6](=[O:20])[C:7]1[CH:12]=[C:11]([S:13]([CH:16]2[CH2:18][CH2:17]2)(=[O:15])=[O:14])[N:10]=[C:9]([NH:77][CH:73]2[CH2:76][CH2:75]2)[CH:8]=1)([CH3:4])([CH3:3])[CH3:2]. Given the reactants [C:1]([O:5][C:6](=[O:20])[C:7]1[CH:12]=[C:11]([S:13]([CH:16]2[CH2:18][CH2:17]2)(=[O:15])=[O:14])[N:10]=[C:9](Cl)[CH:8]=1)([CH3:4])([CH3:3])[CH3:2].C1(P(C2C=CC=CC=2)C2C=CC3C(=CC=CC=3)C=2C2C3C(=CC=CC=3)C=CC=2P(C2C=CC=CC=2)C2C=CC=CC=2)C=CC=CC=1.C(=O)([O-])[O-].[Cs+].[Cs+].[C@@H:73]([NH2:77])([CH2:75][CH3:76])C, predict the reaction product. (8) Given the reactants Br[C:2]1[CH:7]=[CH:6][C:5]([C@@H:8]([N:10]2[CH2:15][CH2:14][C@:13]([CH2:22][C:23]([OH:26])([CH3:25])[CH3:24])([C:16]3[CH:21]=[CH:20][CH:19]=[CH:18][CH:17]=3)[O:12][C:11]2=[O:27])[CH3:9])=[CH:4][CH:3]=1.[CH:28]1([O:33][C:34]2[CH:39]=[CH:38][CH:37]=[C:36](B3OC(C)(C)C(C)(C)O3)[N:35]=2)[CH2:32][CH2:31][CH2:30][CH2:29]1, predict the reaction product. The product is: [CH:28]1([O:33][C:34]2[N:35]=[C:36]([C:2]3[CH:3]=[CH:4][C:5]([C@@H:8]([N:10]4[CH2:15][CH2:14][C@:13]([CH2:22][C:23]([OH:26])([CH3:25])[CH3:24])([C:16]5[CH:21]=[CH:20][CH:19]=[CH:18][CH:17]=5)[O:12][C:11]4=[O:27])[CH3:9])=[CH:6][CH:7]=3)[CH:37]=[CH:38][CH:39]=2)[CH2:29][CH2:30][CH2:31][CH2:32]1. (9) Given the reactants S(O[CH2:6][C:7]1[CH:12]=[CH:11][CH:10]=[C:9]([NH:13][C:14]([O:16][C:17]([CH3:20])([CH3:19])[CH3:18])=[O:15])[CH:8]=1)(C)(=O)=O.[NH:21]1[CH:25]=[CH:24][N:23]=[CH:22]1.[Na], predict the reaction product. The product is: [N:21]1([CH2:6][C:7]2[CH:12]=[CH:11][CH:10]=[C:9]([NH:13][C:14]([O:16][C:17]([CH3:20])([CH3:19])[CH3:18])=[O:15])[CH:8]=2)[CH:25]=[CH:24][N:23]=[CH:22]1.